Dataset: CYP3A4 inhibition data for predicting drug metabolism from PubChem BioAssay. Task: Regression/Classification. Given a drug SMILES string, predict its absorption, distribution, metabolism, or excretion properties. Task type varies by dataset: regression for continuous measurements (e.g., permeability, clearance, half-life) or binary classification for categorical outcomes (e.g., BBB penetration, CYP inhibition). Dataset: cyp3a4_veith. (1) The compound is CC(C)CCC1(CN2CCCC2=O)C(=O)NC(=O)NC1=O. The result is 0 (non-inhibitor). (2) The molecule is COc1ccc(Cc2nnc(NC(=O)c3ccco3)s2)cc1. The result is 0 (non-inhibitor). (3) The drug is CCOC(=O)C1=C(NC(=S)NC(=O)c2ccccc2)c2ccccc2CC1(C)C. The result is 1 (inhibitor). (4) The molecule is CCCOc1ccc(C(=O)Nc2ccc(C)cc2[N+](=O)[O-])cc1. The result is 0 (non-inhibitor). (5) The compound is CCCCCC(=O)N1CCCC(c2nc(-c3ccc(OC)cc3)no2)C1. The result is 1 (inhibitor). (6) The result is 0 (non-inhibitor). The drug is CN1C(=O)COc2c(C(=O)N[C@@H]3CN4CCC3CC4)cc(Cl)cc21. (7) The molecule is C[C@H]1CN(CCO)CCN1c1ccccc1. The result is 0 (non-inhibitor). (8) The result is 1 (inhibitor). The molecule is Cc1ccccc1-c1cncnc1N(C)Cc1ccco1.